From a dataset of Experimentally validated miRNA-target interactions with 360,000+ pairs, plus equal number of negative samples. Binary Classification. Given a miRNA mature sequence and a target amino acid sequence, predict their likelihood of interaction. (1) The protein sequence of the target gene is MTIGSMENVEVFTSEGKGRGLKATKEFWAADVIFAERAYSAVVFDSLINFVCHTCFKRQEKLHRCGQCKFAHYCDRTCQKDAWLNHKNECAAIKKYGKVPNENIRLAARIMWRVEREGTGLTEGCLVSVDDLQNHVEHFGEEEQKELRVDVDTFLQYWPPQSQQFSMQYISHIFGVINCNGFTLSDQRGLQAVGVGIFPNLGLVNHDCWPNCTVIFNNGNHEAVKSMFHTQMRIELRALGKISEGEELTVSYIDFLHLSEERRRQLKKQYYFDCSCEHCQKGLKDDLFLAAKEDPKPSQE.... The miRNA is hsa-miR-4308 with sequence UCCCUGGAGUUUCUUCUU. Result: 0 (no interaction). (2) The miRNA is mmu-miR-466f-3p with sequence CAUACACACACACAUACACAC. The protein sequence of the target gene is MADLLGSILSSMEKPPSLGDQESRRKAREQAARLKKLQEQDKQQKVEFRKRMEKEVSDFIQDSGQVKKKFQPMNKIERSILHDVVEVAGLTSFSFGEDDDCRYVMIFKKEFAPSDEELDSYRHGEEWDPQKAEEKRKLKELAQKQEEEAAQQGPAVVSPASDYKDKYSHLIGKGAAKDAAHMLQANKTYGCVPVANKRDTRSIEEAMNEIRAKKRLRQSGEELPTTS. Result: 1 (interaction).